This data is from Reaction yield outcomes from USPTO patents with 853,638 reactions. The task is: Predict the reaction yield, written as a fraction of the theoretical maximum amount of product (1.0 means a 100% yield; for example, 0.34 means a 34% yield). (1) The reactants are [C:1]([C:3]1[C:8]2[S:9][CH:10]=[CH:11][C:7]=2[C:6]([NH:12][C@H:13]([C@H:17]([OH:19])[CH3:18])[C:14]([OH:16])=O)=[CH:5][CH:4]=1)#[N:2].[C:20]([C:22]1[CH:31]=[CH:30][C:25]([C:26]([NH:28][NH2:29])=[O:27])=[CH:24][CH:23]=1)#[N:21].C1C=CC2N(O)N=NC=2C=1.C(Cl)CCl.CCN(CC)CC. The catalyst is C1COCC1.CN(C=O)C. The product is [C:20]([C:22]1[CH:23]=[CH:24][C:25]([C:26]([NH:28][NH:29][C:14](=[O:16])[C@H:13]([NH:12][C:6]2[C:7]3[CH:11]=[CH:10][S:9][C:8]=3[C:3]([C:1]#[N:2])=[CH:4][CH:5]=2)[C@H:17]([OH:19])[CH3:18])=[O:27])=[CH:30][CH:31]=1)#[N:21]. The yield is 0.820. (2) The reactants are [Si]([O:8][CH2:9][CH2:10][C@@H:11]([NH:25][C:26]1[CH:33]=[CH:32][C:29]([C:30]#[N:31])=[C:28]([Cl:34])[C:27]=1[CH3:35])[C:12]1[O:13][C:14]([C:17]2[CH:22]=[CH:21][C:20]([C:23]#[N:24])=[CH:19][CH:18]=2)=[N:15][N:16]=1)(C(C)(C)C)(C)C.[F-].C([N+](CCCC)(CCCC)CCCC)CCC. The catalyst is C1COCC1.CCOC(C)=O. The product is [Cl:34][C:28]1[C:27]([CH3:35])=[C:26]([NH:25][C@@H:11]([C:12]2[O:13][C:14]([C:17]3[CH:18]=[CH:19][C:20]([C:23]#[N:24])=[CH:21][CH:22]=3)=[N:15][N:16]=2)[CH2:10][CH2:9][OH:8])[CH:33]=[CH:32][C:29]=1[C:30]#[N:31]. The yield is 0.870. (3) The reactants are C=O.[C:3](O)(=O)C.[Cl-].[NH2+:8]1[CH2:13][CH2:12][CH:11]([C:14]2[CH:23]=[CH:22][C:17]([C:18]([O:20][CH3:21])=[O:19])=[CH:16][CH:15]=2)[CH2:10][CH2:9]1.C([BH3-])#N.[Na+]. The catalyst is C1COCC1.O. The product is [CH3:3][N:8]1[CH2:13][CH2:12][CH:11]([C:14]2[CH:23]=[CH:22][C:17]([C:18]([O:20][CH3:21])=[O:19])=[CH:16][CH:15]=2)[CH2:10][CH2:9]1. The yield is 0.544. (4) The reactants are CC(C[AlH]CC(C)C)C.[F:10][C:11]1[CH:16]=[CH:15][C:14]([C:17]2[S:18][CH:19]=[C:20]([C:22](OC)=[O:23])[N:21]=2)=[CH:13][CH:12]=1. The catalyst is C1COCC1. The product is [F:10][C:11]1[CH:12]=[CH:13][C:14]([C:17]2[S:18][CH:19]=[C:20]([CH2:22][OH:23])[N:21]=2)=[CH:15][CH:16]=1. The yield is 0.540. (5) The reactants are [NH2:1][C:2]1[CH:3]=[C:4]([NH:9][CH2:10][CH:11]([OH:18])[CH:12]([OH:17])[CH:13]([OH:16])[CH2:14][OH:15])[CH:5]=[CH:6][C:7]=1[CH3:8].[C:19]1([C:28](=O)[NH:27][C:25](=[O:26])[NH:24][C:22]1=[O:23])=[N:20]O.O. The catalyst is CO. The product is [NH2:1][C:2]1[C:7]([CH3:8])=[CH:6][C:5]2[N:20]=[C:19]3[C:28]([N:9]([CH2:10][CH:11]([OH:18])[CH:12]([OH:17])[CH:13]([OH:16])[CH2:14][OH:15])[C:4]=2[CH:3]=1)=[N:27][C:25](=[O:26])[NH:24][C:22]3=[O:23]. The yield is 0.0200. (6) The reactants are [F:1][C:2]1[CH:3]=[CH:4][C:5]([N+:24]([O-])=O)=[C:6]([NH:8][C@@H:9]2[CH2:14][CH2:13][CH2:12][N:11]([CH2:15][CH2:16][O:17][C:18](=[O:23])[C:19]([CH3:22])([CH3:21])[CH3:20])[CH2:10]2)[CH:7]=1. The catalyst is [Pd]. The product is [NH2:24][C:5]1[CH:4]=[CH:3][C:2]([F:1])=[CH:7][C:6]=1[NH:8][C@@H:9]1[CH2:14][CH2:13][CH2:12][N:11]([CH2:15][CH2:16][O:17][C:18](=[O:23])[C:19]([CH3:21])([CH3:20])[CH3:22])[CH2:10]1. The yield is 1.00. (7) The product is [Cl:12][C:7]1[C:2]([CH3:1])=[CH:3][N:4]=[C:5]([NH2:9])[N:6]=1. The reactants are [CH3:1][C:2]1[C:7](=O)[NH:6][C:5]([NH2:9])=[N:4][CH:3]=1.O=P(Cl)(Cl)[Cl:12]. The yield is 0.290. No catalyst specified. (8) The reactants are [H-].[Na+].[C:3]([O:8][CH2:9][CH3:10])(=[O:7])/[CH:4]=[CH:5]/[CH3:6].CC1C=CC(S([CH2:21][N:22]=C)(=O)=O)=CC=1.[CH2:24](OCC)C. The catalyst is CS(C)=O. The product is [CH2:9]([O:8][C:3]([C:4]1[C:5]([CH3:24])=[CH:6][NH:22][CH:21]=1)=[O:7])[CH3:10]. The yield is 0.780. (9) The reactants are [NH:1]1[CH2:5][CH2:4][CH:3]([NH:6]C(=O)OC(C)(C)C)[CH2:2]1.C(N(CC)CC)C.[CH3:21][S:22]([Cl:25])(=[O:24])=[O:23].C(OCC)(=O)C. The catalyst is C1COCC1. The product is [ClH:25].[CH3:21][S:22]([N:1]1[CH2:5][CH2:4][CH:3]([NH2:6])[CH2:2]1)(=[O:24])=[O:23]. The yield is 0.900.